This data is from Forward reaction prediction with 1.9M reactions from USPTO patents (1976-2016). The task is: Predict the product of the given reaction. (1) Given the reactants C([NH:4][C:5]1[CH:6]=[C:7]([OH:16])[C:8](=[CH:13][C:14]=1F)[C:9]([O:11]C)=[O:10])(=O)C.NC1C=C(O)C(=CC=1F)C(O)=O, predict the reaction product. The product is: [NH2:4][C:5]1[CH:6]=[C:7]([OH:16])[C:8](=[CH:13][CH:14]=1)[C:9]([OH:11])=[O:10]. (2) Given the reactants [F:1][C:2]1[C:7]([O:8][CH3:9])=[CH:6][C:5]([O:10][CH3:11])=[C:4]([F:12])[C:3]=1[N:13]1[C:22](=[O:23])[C:21]2([CH2:25][CH2:24]2)[C:20]2[C:15](=[CH:16][N:17]=[C:18]([C:26]3[CH:27]=[C:28]([NH:32]C(=O)C)[CH:29]=[N:30][CH:31]=3)[CH:19]=2)[CH2:14]1.[OH-].[K+], predict the reaction product. The product is: [NH2:32][C:28]1[CH:27]=[C:26]([C:18]2[CH:19]=[C:20]3[C:15](=[CH:16][N:17]=2)[CH2:14][N:13]([C:3]2[C:2]([F:1])=[C:7]([O:8][CH3:9])[CH:6]=[C:5]([O:10][CH3:11])[C:4]=2[F:12])[C:22](=[O:23])[C:21]23[CH2:25][CH2:24]2)[CH:31]=[N:30][CH:29]=1.